From a dataset of Reaction yield outcomes from USPTO patents with 853,638 reactions. Predict the reaction yield, written as a fraction of the theoretical maximum amount of product (1.0 means a 100% yield; for example, 0.34 means a 34% yield). The reactants are [CH2:1]([O:3][CH2:4][C:5](=O)[CH2:6][C:7]#[N:8])[CH3:2].C(O)(=O)C(O)=O.[CH2:16]([NH:18][NH2:19])[CH3:17].Cl. The catalyst is C(O)C. The product is [CH2:16]([N:18]1[C:7]([NH2:8])=[CH:6][C:5]([CH2:4][O:3][CH2:1][CH3:2])=[N:19]1)[CH3:17]. The yield is 0.516.